This data is from Merck oncology drug combination screen with 23,052 pairs across 39 cell lines. The task is: Regression. Given two drug SMILES strings and cell line genomic features, predict the synergy score measuring deviation from expected non-interaction effect. (1) Drug 1: O=P1(N(CCCl)CCCl)NCCCO1. Drug 2: Cn1c(=O)n(-c2ccc(C(C)(C)C#N)cc2)c2c3cc(-c4cnc5ccccc5c4)ccc3ncc21. Cell line: A375. Synergy scores: synergy=12.8. (2) Drug 1: C=CCn1c(=O)c2cnc(Nc3ccc(N4CCN(C)CC4)cc3)nc2n1-c1cccc(C(C)(C)O)n1. Drug 2: NC(=O)c1cccc2cn(-c3ccc(C4CCCNC4)cc3)nc12. Cell line: A375. Synergy scores: synergy=20.4. (3) Drug 1: N#Cc1ccc(Cn2cncc2CN2CCN(c3cccc(Cl)c3)C(=O)C2)cc1. Drug 2: NC1(c2ccc(-c3nc4ccn5c(=O)[nH]nc5c4cc3-c3ccccc3)cc2)CCC1. Cell line: PA1. Synergy scores: synergy=27.6. (4) Drug 1: O=C(CCCCCCC(=O)Nc1ccccc1)NO. Drug 2: O=C(NOCC(O)CO)c1ccc(F)c(F)c1Nc1ccc(I)cc1F. Cell line: NCIH2122. Synergy scores: synergy=8.22. (5) Drug 1: CN(C)C(=N)N=C(N)N. Drug 2: CNC(=O)c1cc(Oc2ccc(NC(=O)Nc3ccc(Cl)c(C(F)(F)F)c3)cc2)ccn1. Cell line: SKMEL30. Synergy scores: synergy=8.29.